From a dataset of Forward reaction prediction with 1.9M reactions from USPTO patents (1976-2016). Predict the product of the given reaction. (1) Given the reactants [H-].[Na+].[F:3][C:4]1[CH:19]=[CH:18][C:7]2[C:8]([C:11]3[CH:12]=[C:13]([OH:17])[CH:14]=[CH:15][CH:16]=3)=[N:9][O:10][C:6]=2[CH:5]=1.CC1C=CC(S(O[CH2:31][C@H:32]2[O:34][CH2:33]2)(=O)=O)=CC=1, predict the reaction product. The product is: [F:3][C:4]1[CH:19]=[CH:18][C:7]2[C:8]([C:11]3[CH:16]=[CH:15][CH:14]=[C:13]([O:17][CH2:31][C@@H:32]4[CH2:33][O:34]4)[CH:12]=3)=[N:9][O:10][C:6]=2[CH:5]=1. (2) Given the reactants Br[C:2]1[CH:7]=[CH:6][C:5]([NH:8][C:9]([C:11]2[NH:12][CH:13]=[C:14]([C:16]#[N:17])[N:15]=2)=[O:10])=[C:4]([C:18]2[CH2:23][CH2:22][C:21]([CH3:25])([CH3:24])[CH2:20][CH:19]=2)[CH:3]=1.C([Mg]Cl)(C)C.C([Li])(C)(C)C.[S:36]1[CH2:41][CH2:40][C:39](=[O:42])[CH2:38][CH2:37]1.[NH4+].[Cl-], predict the reaction product. The product is: [CH3:24][C:21]1([CH3:25])[CH2:22][CH2:23][C:18]([C:4]2[CH:3]=[C:2]([C:39]3([OH:42])[CH2:40][CH2:41][S:36][CH2:37][CH2:38]3)[CH:7]=[CH:6][C:5]=2[NH:8][C:9]([C:11]2[NH:12][CH:13]=[C:14]([C:16]#[N:17])[N:15]=2)=[O:10])=[CH:19][CH2:20]1.